From a dataset of Catalyst prediction with 721,799 reactions and 888 catalyst types from USPTO. Predict which catalyst facilitates the given reaction. (1) Reactant: [S-2].[Na+].[Na+].Cl.N[C:6](N)=[S:7].N.SC[CH:12]([CH2:17][S:18][CH2:19][CH:20](CS)[S:21][CH2:22][CH2:23][SH:24])[S:13][CH2:14][CH2:15][SH:16].[SH:27][CH2:28]C(CSC(CS)CSCCS)SCCS.SCC(SC(CS)CSCCS)CSCCS. Product: [SH:27][CH2:28][C:23]([CH2:6][SH:7])([SH:24])[CH2:22][S:21][CH2:20][CH2:19][S:18][CH2:17][CH2:12][S:13][CH2:14][CH2:15][SH:16]. The catalyst class is: 11. (2) Reactant: [Al].[Li].[O:3]=[C:4]1[CH:12]([CH2:13][CH2:14][C:15](OC)=[O:16])[C:11]2[C:6](=[CH:7][CH:8]=[CH:9][CH:10]=2)[NH:5]1. Product: [OH:16][CH2:15][CH2:14][CH2:13][CH:12]1[C:11]2[C:6](=[CH:7][CH:8]=[CH:9][CH:10]=2)[NH:5][C:4]1=[O:3]. The catalyst class is: 7. (3) Reactant: Br[C:2]1[CH:3]=[C:4]2[C:9](=[CH:10][CH:11]=1)[N:8]=[C:7]([C:12]1[CH:13]=[CH:14][C:15]3[N:19]=[C:18]([C@@H:20]4[CH2:25][C@@H:24]5[C@@H:22]([CH2:23]5)[N:21]4[C:26]([O:28][C:29]([CH3:32])([CH3:31])[CH3:30])=[O:27])[NH:17][C:16]=3[CH:33]=1)[CH:6]=[N:5]2.CC([O-])=O.[K+].[B:39]1(B2OC(C)(C)C(C)(C)O2)[O:43]C(C)(C)C(C)(C)[O:40]1. Product: [C:29]([O:28][C:26]([N:21]1[C@H:20]([C:18]2[NH:17][C:16]3[CH:33]=[C:12]([C:7]4[CH:6]=[N:5][C:4]5[C:9](=[CH:10][CH:11]=[C:2]([B:39]([OH:43])[OH:40])[CH:3]=5)[N:8]=4)[CH:13]=[CH:14][C:15]=3[N:19]=2)[CH2:25][C@@H:24]2[C@H:22]1[CH2:23]2)=[O:27])([CH3:32])([CH3:31])[CH3:30]. The catalyst class is: 77. (4) Reactant: [C:1]([O:7][C:8]1[CH2:9][CH:10]([CH:24]([CH3:27])[CH2:25][OH:26])[O:11][C:12](=[O:23])[C:13]=1[C:14]1[C:19]([CH3:20])=[CH:18][C:17]([CH3:21])=[CH:16][C:15]=1[CH3:22])(=[O:6])[C:2]([CH3:5])([CH3:4])[CH3:3].C(N(CC)CC)C.[S:35](Cl)([CH3:38])(=[O:37])=[O:36]. Product: [C:1]([O:7][C:8]1[CH2:9][CH:10]([CH:24]([CH3:27])[CH2:25][O:26][S:35]([CH3:38])(=[O:37])=[O:36])[O:11][C:12](=[O:23])[C:13]=1[C:14]1[C:15]([CH3:22])=[CH:16][C:17]([CH3:21])=[CH:18][C:19]=1[CH3:20])(=[O:6])[C:2]([CH3:5])([CH3:4])[CH3:3]. The catalyst class is: 1. (5) Reactant: [H-].[Na+].Cl[C:4]1[CH:9]=[C:8]([Cl:10])[N:7]=[C:6]([C:11]2[CH:16]=[CH:15][CH:14]=[CH:13][CH:12]=2)[N:5]=1.[CH3:17][O:18][C:19]1[CH:26]=[CH:25][C:22]([CH2:23][OH:24])=[CH:21][CH:20]=1.C([O-])(O)=O.[Na+]. Product: [Cl:10][C:8]1[CH:9]=[C:4]([O:24][CH2:23][C:22]2[CH:25]=[CH:26][C:19]([O:18][CH3:17])=[CH:20][CH:21]=2)[N:5]=[C:6]([C:11]2[CH:16]=[CH:15][CH:14]=[CH:13][CH:12]=2)[N:7]=1. The catalyst class is: 1. (6) Reactant: [OH:1][C:2]1[C:7]([N+:8]([O-:10])=[O:9])=[CH:6][C:5]([C:11]([N:13]([CH:27]([CH3:29])[CH3:28])[C@@H:14]2[CH2:19][CH2:18][CH2:17][N:16]([C:20]([O:22][C:23]([CH3:26])([CH3:25])[CH3:24])=[O:21])[CH2:15]2)=[O:12])=[C:4]([CH3:30])[CH:3]=1.C(=O)([O-])[O-].[K+].[K+].Br[C:38]([CH3:49])([C:44]([O:46][CH2:47][CH3:48])=[O:45])[C:39]([O:41][CH2:42][CH3:43])=[O:40]. Product: [CH3:49][C:38]([O:1][C:2]1[CH:3]=[C:4]([CH3:30])[C:5]([C:11](=[O:12])[N:13]([C@@H:14]2[CH2:19][CH2:18][CH2:17][N:16]([C:20]([O:22][C:23]([CH3:24])([CH3:25])[CH3:26])=[O:21])[CH2:15]2)[CH:27]([CH3:28])[CH3:29])=[CH:6][C:7]=1[N+:8]([O-:10])=[O:9])([C:39]([O:41][CH2:42][CH3:43])=[O:40])[C:44]([O:46][CH2:47][CH3:48])=[O:45]. The catalyst class is: 9. (7) Reactant: Cl[C:2]1[N:7]=[C:6]([NH2:8])[N:5]=[C:4]([NH:9][C:10]2[CH:15]=[CH:14][C:13]([O:16][C:17]3[CH:22]=[CH:21][N:20]=[C:19]4[NH:23][CH:24]=[CH:25][C:18]=34)=[C:12]([F:26])[CH:11]=2)[CH:3]=1.C(N(C(C)C)C(C)C)C.[NH:36]1[CH2:41][CH2:40][NH:39][CH2:38][CH2:37]1. Product: [F:26][C:12]1[CH:11]=[C:10]([NH:9][C:4]2[CH:3]=[C:2]([N:36]3[CH2:41][CH2:40][NH:39][CH2:38][CH2:37]3)[N:7]=[C:6]([NH2:8])[N:5]=2)[CH:15]=[CH:14][C:13]=1[O:16][C:17]1[CH:22]=[CH:21][N:20]=[C:19]2[NH:23][CH:24]=[CH:25][C:18]=12. The catalyst class is: 51.